Predict the product of the given reaction. From a dataset of Forward reaction prediction with 1.9M reactions from USPTO patents (1976-2016). (1) Given the reactants Br[C:2]1[CH:7]=[CH:6][C:5]([Br:8])=[CH:4][N:3]=1.[OH:9][C@H:10]1[CH2:14][CH2:13][NH:12][CH2:11]1.C(=O)([O-])[O-].[Na+].[Na+], predict the reaction product. The product is: [Br:8][C:5]1[CH:6]=[CH:7][C:2]([N:12]2[CH2:13][CH2:14][C@H:10]([OH:9])[CH2:11]2)=[N:3][CH:4]=1. (2) Given the reactants [NH2:1][C:2]1[CH:23]=[CH:22][C:5]([O:6][C:7]2[CH:8]=[CH:9][C:10]3[N:11]([CH:13]=[C:14]([NH:16][C:17]([CH:19]4[CH2:21][CH2:20]4)=[O:18])[N:15]=3)[CH:12]=2)=[C:4]([F:24])[CH:3]=1.[CH3:25][C:26]1[C:31]([C:32]2[CH:37]=[CH:36][CH:35]=[CH:34][CH:33]=2)=[N+:30]([O-:38])[C:29]([C:39](O)=[O:40])=[CH:28][CH:27]=1.CN(C(ON1N=NC2C=CC=NC1=2)=[N+](C)C)C.F[P-](F)(F)(F)(F)F.C(N(CC)C(C)C)(C)C.C(=O)([O-])O.[Na+], predict the reaction product. The product is: [CH:19]1([C:17]([NH:16][C:14]2[N:15]=[C:10]3[CH:9]=[CH:8][C:7]([O:6][C:5]4[CH:22]=[CH:23][C:2]([NH:1][C:39]([C:29]5[N+:30]([O-:38])=[C:31]([C:32]6[CH:33]=[CH:34][CH:35]=[CH:36][CH:37]=6)[C:26]([CH3:25])=[CH:27][CH:28]=5)=[O:40])=[CH:3][C:4]=4[F:24])=[CH:12][N:11]3[CH:13]=2)=[O:18])[CH2:21][CH2:20]1. (3) Given the reactants [C:1]([OH:9])(=O)[C:2]1[CH:7]=[CH:6][CH:5]=[CH:4][CH:3]=1.Cl.Cl.[N:12]12[CH2:20][CH2:19][CH:16]([CH2:17][CH2:18]1)[NH:15][CH2:14][CH2:13]2.O.ON1C2C=CC=CC=2N=N1.F[B-](F)(F)F.N1(OC(N(C)C)=[N+](C)C)C2C=CC=CC=2N=N1.C(N(C(C)C)CC)(C)C.[OH-].[Na+], predict the reaction product. The product is: [N:12]12[CH2:20][CH2:19][CH:16]([CH2:17][CH2:18]1)[N:15]([C:1]([C:2]1[CH:3]=[CH:4][CH:5]=[CH:6][CH:7]=1)=[O:9])[CH2:14][CH2:13]2. (4) Given the reactants O1C2(CCN([N:11]=[CH:12][C:13]3[CH:18]=[CH:17][C:16]([CH2:19][N:20]4[CH2:25][CH2:24][N:23]([S:26]([C:29]5[NH:30][C:31]6[C:36]([CH:37]=5)=[CH:35][C:34]([Cl:38])=[CH:33][CH:32]=6)(=[O:28])=[O:27])[CH2:22][C:21]4=[O:39])=[CH:15][CH:14]=3)CC2)OCC1.[O:40]1[CH2:45][CH2:44]OCC1, predict the reaction product. The product is: [Cl:38][C:34]1[CH:35]=[C:36]2[C:31](=[CH:32][CH:33]=1)[NH:30][C:29]([S:26]([N:23]1[CH2:24][CH2:25][N:20]([CH2:19][C:16]3[CH:15]=[CH:14][C:13]([C:12](=[NH:11])[N:20]4[CH2:21][CH2:44][C:45](=[O:40])[CH2:16][CH2:19]4)=[CH:18][CH:17]=3)[C:21](=[O:39])[CH2:22]1)(=[O:27])=[O:28])=[CH:37]2. (5) Given the reactants [OH:1][C:2]1[CH:7]=[CH:6][C:5]([C:8]2[O:9][C:10]3[CH:16]=[CH:15][C:14]([C:17](O)=[O:18])=[CH:13][C:11]=3[CH:12]=2)=[CH:4][CH:3]=1, predict the reaction product. The product is: [OH:18][CH2:17][C:14]1[CH:15]=[CH:16][C:10]2[O:9][C:8]([C:5]3[CH:6]=[CH:7][C:2]([OH:1])=[CH:3][CH:4]=3)=[CH:12][C:11]=2[CH:13]=1. (6) Given the reactants C([Li])(C)(C)C.[CH2:6]([Si:8]([CH2:18][CH3:19])([CH2:16][CH3:17])[C:9]#[C:10][CH2:11][C@@H:12]([CH3:15])[CH2:13]I)[CH3:7].[CH3:20][N:21]([CH3:35])[C:22]([C:29]1[CH:34]=[CH:33][CH:32]=[CH:31][CH:30]=1)([CH2:27][CH3:28])[CH2:23][C:24](=O)[CH3:25].C[Si](C)(C)Cl.[Cl-].[NH4+].C(=O)([O-])[OH:44].[Na+], predict the reaction product. The product is: [CH3:20][N:21]([CH3:35])[C:22]1([C:29]2[CH:34]=[CH:33][CH:32]=[CH:31][CH:30]=2)[CH2:27][CH2:28][C:25]([CH2:13][C@H:12]([CH3:15])[CH2:11][C:10]#[C:9][Si:8]([CH2:18][CH3:19])([CH2:16][CH3:17])[CH2:6][CH3:7])([OH:44])[CH2:24][CH2:23]1. (7) Given the reactants [F:1][C:2]([F:30])([F:29])[C:3]([OH:28])([CH2:16][N:17]1[C:26]2[C:21](=[CH:22][CH:23]=[CH:24][CH:25]=2)[C:20](=[O:27])[CH:19]=[CH:18]1)[CH2:4][C:5]([C:8]1[CH:9]=[C:10]([CH:13]=[CH:14][CH:15]=1)[CH:11]=[O:12])([CH3:7])[CH3:6].[BH4-].[Na+], predict the reaction product. The product is: [OH:28][C:3]([C:2]([F:30])([F:1])[F:29])([CH2:4][C:5]([C:8]1[CH:15]=[CH:14][CH:13]=[C:10]([CH2:11][OH:12])[CH:9]=1)([CH3:7])[CH3:6])[CH2:16][N:17]1[C:26]2[C:21](=[CH:22][CH:23]=[CH:24][CH:25]=2)[C:20](=[O:27])[CH:19]=[CH:18]1. (8) Given the reactants ClC1C=CC(C2N=C([C:14]3[C:15](=[O:21])[CH2:16][CH2:17][C:18]=3[O:19][CH3:20])C(C)=CN=2)=CC=1.C([N-]C(C)C)(C)C.[Li+].[CH:31]([CH:33]1[CH2:38][CH2:37][O:36][CH2:35][CH2:34]1)=[O:32], predict the reaction product. The product is: [OH:32][CH:31]([CH:33]1[CH2:38][CH2:37][O:36][CH2:35][CH2:34]1)[CH:16]1[C:15](=[O:21])[CH:14]=[C:18]([O:19][CH3:20])[CH2:17]1. (9) Given the reactants [OH:1][CH2:2][CH2:3][C:4]1[O:5][C:6]2[CH:12]=[CH:11][C:10]([C:13]3[CH:14]=[C:15]([CH:18]=[CH:19][CH:20]=3)[C:16]#[N:17])=[CH:9][C:7]=2[CH:8]=1.C(N(CC)CC)C.[CH3:28][S:29](Cl)(=[O:31])=[O:30], predict the reaction product. The product is: [CH3:28][S:29]([O:1][CH2:2][CH2:3][C:4]1[O:5][C:6]2[CH:12]=[CH:11][C:10]([C:13]3[CH:20]=[CH:19][CH:18]=[C:15]([C:16]#[N:17])[CH:14]=3)=[CH:9][C:7]=2[CH:8]=1)(=[O:31])=[O:30]. (10) Given the reactants C([O:3][C:4](=[O:35])[CH2:5][C:6]1[O:7][C:8]([C:11]2[CH:16]=[CH:15][C:14]([CH:17]([C:28]3[CH:33]=[CH:32][CH:31]=[CH:30][C:29]=3[CH3:34])[CH2:18][C:19]([C:21]3[CH:26]=[CH:25][N:24]=[C:23]([CH3:27])[CH:22]=3)=[O:20])=[CH:13][CH:12]=2)=[N:9][N:10]=1)C.C(=O)([O-])O.[Na+].Cl, predict the reaction product. The product is: [CH3:27][C:23]1[CH:22]=[C:21]([C:19](=[O:20])[CH2:18][CH:17]([C:14]2[CH:15]=[CH:16][C:11]([C:8]3[O:7][C:6]([CH2:5][C:4]([OH:35])=[O:3])=[N:10][N:9]=3)=[CH:12][CH:13]=2)[C:28]2[CH:33]=[CH:32][CH:31]=[CH:30][C:29]=2[CH3:34])[CH:26]=[CH:25][N:24]=1.